This data is from Full USPTO retrosynthesis dataset with 1.9M reactions from patents (1976-2016). The task is: Predict the reactants needed to synthesize the given product. (1) Given the product [CH2:1]([O:8][C:9]1[C:13]([C:14](=[O:23])[C:15]2[CH:20]=[CH:19][C:18]([O:21][CH3:22])=[CH:17][CH:16]=2)=[C:12]([C:31]2[CH:32]=[CH:33][C:28]([N:45]([CH3:46])[CH3:44])=[CH:29][CH:30]=2)[N:11]([CH:25]([CH3:27])[CH3:26])[N:10]=1)[C:2]1[CH:7]=[CH:6][CH:5]=[CH:4][CH:3]=1, predict the reactants needed to synthesize it. The reactants are: [CH2:1]([O:8][C:9]1[C:13]([C:14](=[O:23])[C:15]2[CH:20]=[CH:19][C:18]([O:21][CH3:22])=[CH:17][CH:16]=2)=[C:12](Br)[N:11]([CH:25]([CH3:27])[CH3:26])[N:10]=1)[C:2]1[CH:7]=[CH:6][CH:5]=[CH:4][CH:3]=1.[C:28]1(B(O)O)[CH:33]=[CH:32][CH:31]=[CH:30][CH:29]=1.C(=O)([O-])[O-].[K+].[K+].O.[CH3:44][N:45](C)[CH:46]=O. (2) Given the product [Cl:3][C:4]1[CH:9]=[C:8]([CH2:10][OH:11])[CH:7]=[CH:6][N:5]=1, predict the reactants needed to synthesize it. The reactants are: [BH4-].[Na+].[Cl:3][C:4]1[CH:9]=[C:8]([C:10](OCC)=[O:11])[CH:7]=[CH:6][N:5]=1. (3) The reactants are: [CH2:1]([N:3]([CH:12]1[CH2:17][CH2:16][N:15]([CH3:18])[CH2:14][CH2:13]1)[C:4]1[CH:9]=[CH:8][CH:7]=[C:6]([NH2:10])[C:5]=1[F:11])[CH3:2].[Cl:19][C:20]1[CH:28]=[C:27]([F:29])[CH:26]=[CH:25][C:21]=1[C:22](Cl)=[O:23]. Given the product [Cl:19][C:20]1[CH:28]=[C:27]([F:29])[CH:26]=[CH:25][C:21]=1[C:22]([NH:10][C:6]1[CH:7]=[CH:8][CH:9]=[C:4]([N:3]([CH2:1][CH3:2])[CH:12]2[CH2:17][CH2:16][N:15]([CH3:18])[CH2:14][CH2:13]2)[C:5]=1[F:11])=[O:23], predict the reactants needed to synthesize it. (4) Given the product [Cl:1][C:2]1[CH:7]=[C:6]([CH3:39])[C:5]([NH:9][C:10]([C:12]2[N:13]([C:21]3[C:26]([Cl:27])=[CH:25][CH:24]=[CH:23][N:22]=3)[N:14]=[C:15]([C:17]([F:20])([F:18])[F:19])[CH:16]=2)=[O:11])=[C:4]([C:28](=[O:37])[N:29]=[S:30]([CH:31]([CH3:33])[CH3:32])[CH:34]([CH3:36])[CH3:35])[CH:3]=1, predict the reactants needed to synthesize it. The reactants are: [Cl:1][C:2]1[CH:7]=[C:6](Cl)[C:5]([NH:9][C:10]([C:12]2[N:13]([C:21]3[C:26]([Cl:27])=[CH:25][CH:24]=[CH:23][N:22]=3)[N:14]=[C:15]([C:17]([F:20])([F:19])[F:18])[CH:16]=2)=[O:11])=[C:4]([C:28](=[O:37])[N:29]=[S:30]([CH:34]([CH3:36])[CH3:35])[CH:31]([CH3:33])[CH3:32])[CH:3]=1.Br[C:39]1C=C(Br)C(NC(C2N(C3C(Cl)=CC=CN=3)N=C(C(F)(F)F)C=2)=O)=C(C(=O)N=S(CC)CC)C=1. (5) Given the product [CH2:12]([O:14][C:15]([C:16]1[N:1]([C:4]2[C:5]([Cl:11])=[CH:6][CH:7]=[CH:8][C:9]=2[Cl:10])[N:2]=[N:3][C:17]=1[CH:18]([CH3:20])[CH3:19])=[O:21])[CH3:13], predict the reactants needed to synthesize it. The reactants are: [N:1]([C:4]1[C:9]([Cl:10])=[CH:8][CH:7]=[CH:6][C:5]=1[Cl:11])=[N+:2]=[N-:3].[CH2:12]([O:14][C:15](=[O:21])[C:16]#[C:17][CH:18]([CH3:20])[CH3:19])[CH3:13]. (6) Given the product [Br:1][C:2]1[C:3]([N:16]([CH3:21])[S:17]([CH3:20])(=[O:19])=[O:18])=[CH:4][C:5]2[O:9][C:8]([C:26]3[S:25][C:24]([CH2:22][CH3:23])=[N:28][CH:27]=3)=[C:7]([C:11]([NH:13][CH3:14])=[O:12])[C:6]=2[CH:15]=1, predict the reactants needed to synthesize it. The reactants are: [Br:1][C:2]1[C:3]([N:16]([CH3:21])[S:17]([CH3:20])(=[O:19])=[O:18])=[CH:4][C:5]2[O:9][C:8](I)=[C:7]([C:11]([NH:13][CH3:14])=[O:12])[C:6]=2[CH:15]=1.[CH2:22]([C:24]1[S:25][CH:26]=[CH:27][N:28]=1)[CH3:23].C([O-])([O-])=O.[Na+].[Na+]. (7) Given the product [OH:28][C:21]1([C:19]#[C:20][C:2]2[CH:3]=[CH:4][C:5]3[O:11][CH2:10][CH2:9][N:8]4[CH:12]=[C:13]([C:15]([NH2:17])=[O:16])[N:14]=[C:7]4[C:6]=3[CH:18]=2)[CH2:25][CH2:24][N:23]([CH3:26])[C:22]1=[O:27], predict the reactants needed to synthesize it. The reactants are: Br[C:2]1[CH:3]=[CH:4][C:5]2[O:11][CH2:10][CH2:9][N:8]3[CH:12]=[C:13]([C:15]([NH2:17])=[O:16])[N:14]=[C:7]3[C:6]=2[CH:18]=1.[C:19]([C:21]1([OH:28])[CH2:25][CH2:24][N:23]([CH3:26])[C:22]1=[O:27])#[CH:20]. (8) Given the product [Cl:23][C:19]1[CH:18]=[C:17]([N:15]2[N:14]=[N:13][C:12]([CH:7]3[CH2:8][CH2:9][CH2:10][CH2:11][N:6]3[C:3]3[N:4]([CH3:5])[C:30]([C:29]4[CH:34]=[CH:35][C:26]([O:25][CH3:24])=[CH:27][CH:28]=4)=[N:32][N:33]=3)=[N:16]2)[CH:22]=[CH:21][CH:20]=1, predict the reactants needed to synthesize it. The reactants are: CS[C:3]([N:6]1[CH2:11][CH2:10][CH2:9][CH2:8][CH:7]1[C:12]1[N:13]=[N:14][N:15]([C:17]2[CH:22]=[CH:21][CH:20]=[C:19]([Cl:23])[CH:18]=2)[N:16]=1)=[N:4][CH3:5].[CH3:24][O:25][C:26]1[CH:35]=[CH:34][C:29]([C:30]([NH:32][NH2:33])=O)=[CH:28][CH:27]=1.